Dataset: Reaction yield outcomes from USPTO patents with 853,638 reactions. Task: Predict the reaction yield, written as a fraction of the theoretical maximum amount of product (1.0 means a 100% yield; for example, 0.34 means a 34% yield). (1) The reactants are [NH2:1][C:2]1[CH:10]=[CH:9][CH:8]=[C:7]2[C:3]=1[CH2:4][N:5]([CH:12]1[CH2:17][CH2:16][C:15](=[O:18])[NH:14][C:13]1=[O:19])[C:6]2=[O:11].[Cl:20][CH2:21][C:22](Cl)=[O:23]. The catalyst is C1COCC1.ClCC(Cl)=O. The product is [O:19]=[C:13]1[CH:12]([N:5]2[CH2:4][C:3]3[C:7](=[CH:8][CH:9]=[CH:10][C:2]=3[NH:1][C:22](=[O:23])[CH2:21][Cl:20])[C:6]2=[O:11])[CH2:17][CH2:16][C:15](=[O:18])[NH:14]1. The yield is 0.920. (2) The reactants are BrC1C=CC(O)=C(C2C=[CH:16][C:15]3[C:10](=[CH:11][CH:12]=[C:13]([C:18]4[N:22]([CH:23]5[CH2:28][CH2:27][CH2:26][CH2:25][CH2:24]5)[C:21]5[CH:29]=[CH:30][C:31]([C:33]([OH:35])=[O:34])=[CH:32][C:20]=5[N:19]=4)[CH:14]=3)[N:9]=2)C=1.[CH3:37][O:38][C:39]1[CH:40]=[CH:41][C:42]2[O:46][CH:45]=[C:44]([C:47](=O)[CH3:48])[C:43]=2[CH:50]=1.[OH-].[K+]. The catalyst is C(O)C. The product is [CH:23]1([N:22]2[C:21]3[CH:29]=[CH:30][C:31]([C:33]([OH:35])=[O:34])=[CH:32][C:20]=3[N:19]=[C:18]2[C:13]2[CH:14]=[C:15]3[C:10](=[CH:11][CH:12]=2)[N:9]=[C:47]([C:44]2[C:43]4[CH:50]=[C:39]([O:38][CH3:37])[CH:40]=[CH:41][C:42]=4[O:46][CH:45]=2)[CH:48]=[CH:16]3)[CH2:24][CH2:25][CH2:26][CH2:27][CH2:28]1. The yield is 0.0800. (3) The reactants are Cl[C:2]1[N:7]=[CH:6][C:5]([C:8]([O:10][CH3:11])=[O:9])=[CH:4][N:3]=1.[CH3:12][N:13]1[CH2:19][CH2:18][CH2:17][NH:16][CH2:15][CH2:14]1.C(N(C(C)C)C(C)C)C. The catalyst is ClCCl. The product is [CH3:12][N:13]1[CH2:19][CH2:18][CH2:17][N:16]([C:2]2[N:7]=[CH:6][C:5]([C:8]([O:10][CH3:11])=[O:9])=[CH:4][N:3]=2)[CH2:15][CH2:14]1. The yield is 0.940. (4) The reactants are [CH2:1]([O:3][C:4](=[O:31])[C:5]([O:8][C:9]1[CH:14]=[CH:13][C:12]([O:15][CH2:16][CH2:17][C:18]2[N:19]=[C:20]([C:24]3[CH:29]=[CH:28][C:27](Br)=[CH:26][CH:25]=3)[O:21][C:22]=2[CH3:23])=[CH:11][CH:10]=1)([CH3:7])[CH3:6])[CH3:2].CC([O-])=O.[K+].[B:37]1([B:37]2[O:41][C:40]([CH3:43])([CH3:42])[C:39]([CH3:45])([CH3:44])[O:38]2)[O:41][C:40]([CH3:43])([CH3:42])[C:39]([CH3:45])([CH3:44])[O:38]1.ClCCl. The catalyst is CS(C)=O.C1C=CC(P(C2C=CC=CC=2)[C-]2C=CC=C2)=CC=1.C1C=CC(P(C2C=CC=CC=2)[C-]2C=CC=C2)=CC=1.Cl[Pd]Cl.[Fe+2]. The product is [CH2:1]([O:3][C:4](=[O:31])[C:5]([CH3:7])([O:8][C:9]1[CH:14]=[CH:13][C:12]([O:15][CH2:16][CH2:17][C:18]2[N:19]=[C:20]([C:24]3[CH:29]=[CH:28][C:27]([B:37]4[O:41][C:40]([CH3:43])([CH3:42])[C:39]([CH3:45])([CH3:44])[O:38]4)=[CH:26][CH:25]=3)[O:21][C:22]=2[CH3:23])=[CH:11][CH:10]=1)[CH3:6])[CH3:2]. The yield is 1.00. (5) The reactants are [Cl:1][C:2]1[C:11]2[C:6](=[C:7]([NH2:12])[CH:8]=[CH:9][CH:10]=2)[N:5]=[CH:4][CH:3]=1.[N+:13]([C:16]1[CH:21]=[CH:20][CH:19]=[CH:18][C:17]=1[S:22](Cl)(=[O:24])=[O:23])([O-:15])=[O:14].N1C=CC=CC=1. The catalyst is CN(C1C=CN=CC=1)C.C(Cl)Cl. The product is [Cl:1][C:2]1[C:11]2[C:6](=[C:7]([NH:12][S:22]([C:17]3[CH:18]=[CH:19][CH:20]=[CH:21][C:16]=3[N+:13]([O-:15])=[O:14])(=[O:23])=[O:24])[CH:8]=[CH:9][CH:10]=2)[N:5]=[CH:4][CH:3]=1. The yield is 0.740. (6) The reactants are [Cl:1][C:2]1[CH:7]=[CH:6][CH:5]=[CH:4][C:3]=1[NH:8][C:9]1[NH:14][C:13]2[C:15]([O:22]C)=[CH:16][C:17]([N+:19]([O-:21])=[O:20])=[CH:18][C:12]=2[S:11](=[O:25])(=[O:24])[N:10]=1.[Li+].[Cl-]. The catalyst is CS(C)=O. The product is [Cl:1][C:2]1[CH:7]=[CH:6][CH:5]=[CH:4][C:3]=1[NH:8][C:9]1[NH:14][C:13]2=[C:15]([OH:22])[CH:16]=[C:17]([N+:19]([O-:21])=[O:20])[CH:18]=[C:12]2[S:11](=[O:25])(=[O:24])[N:10]=1. The yield is 0.800.